Dataset: Forward reaction prediction with 1.9M reactions from USPTO patents (1976-2016). Task: Predict the product of the given reaction. (1) Given the reactants C(N(CC)CC)C.[O:8]1[C:12]2[CH:13]=[CH:14][CH:15]=[CH:16][C:11]=2[N:10]=[C:9]1[S:17][CH2:18][CH2:19][N:20]1[CH2:25][CH2:24][N:23]([CH2:26][C:27]([NH:29][C:30]2[C:35]([CH:36]([CH3:38])[CH3:37])=[CH:34][C:33]([OH:39])=[CH:32][C:31]=2[CH:40]([CH3:42])[CH3:41])=[O:28])[CH2:22][CH2:21]1.[CH3:43][S:44](Cl)(=[O:46])=[O:45], predict the reaction product. The product is: [O:8]1[C:12]2[CH:13]=[CH:14][CH:15]=[CH:16][C:11]=2[N:10]=[C:9]1[S:17][CH2:18][CH2:19][N:20]1[CH2:25][CH2:24][N:23]([CH2:26][C:27]([NH:29][C:30]2[C:35]([CH:36]([CH3:37])[CH3:38])=[CH:34][C:33]([O:39][S:44]([CH3:43])(=[O:46])=[O:45])=[CH:32][C:31]=2[CH:40]([CH3:42])[CH3:41])=[O:28])[CH2:22][CH2:21]1. (2) The product is: [CH2:25]([O:24][C:22](=[O:23])[N:11]([CH2:10][CH:9]([O:13][CH3:14])[O:8][CH3:7])[CH3:12])[C:26]1[CH:31]=[CH:30][CH:29]=[CH:28][CH:27]=1. Given the reactants C([O-])([O-])=O.[K+].[K+].[CH3:7][O:8][CH:9]([O:13][CH3:14])[CH2:10][NH:11][CH3:12].CC1OCCC1.Cl[C:22]([O:24][CH2:25][C:26]1[CH:31]=[CH:30][CH:29]=[CH:28][CH:27]=1)=[O:23].Cl, predict the reaction product. (3) Given the reactants [OH:1][C:2]1[CH:3]=[C:4]([CH:7]=[CH:8][CH:9]=1)[CH:5]=[O:6].N1C=CN=C1.[Si:15](Cl)([C:18]([CH3:21])([CH3:20])[CH3:19])([CH3:17])[CH3:16], predict the reaction product. The product is: [Si:15]([O:1][C:2]1[CH:3]=[C:4]([CH:7]=[CH:8][CH:9]=1)[CH:5]=[O:6])([C:18]([CH3:21])([CH3:20])[CH3:19])([CH3:17])[CH3:16]. (4) Given the reactants [N:1]([CH2:4][C:5]1([CH3:16])[CH2:9][C:8]2[CH:10]=[C:11](Br)[CH:12]=[C:13]([Cl:14])[C:7]=2[O:6]1)=[N+:2]=[N-:3].[O:17]1[CH2:22][CH2:21][N:20]([C:23]([C:25]2[CH:30]=[CH:29][C:28](B3OC(C)(C)C(C)(C)O3)=[CH:27][CH:26]=2)=[O:24])[CH2:19][CH2:18]1.C([O-])([O-])=O.[K+].[K+], predict the reaction product. The product is: [N:1]([CH2:4][C:5]1([CH3:16])[CH2:9][C:8]2[CH:10]=[C:11]([C:28]3[CH:27]=[CH:26][C:25]([C:23]([N:20]4[CH2:21][CH2:22][O:17][CH2:18][CH2:19]4)=[O:24])=[CH:30][CH:29]=3)[CH:12]=[C:13]([Cl:14])[C:7]=2[O:6]1)=[N+:2]=[N-:3]. (5) Given the reactants C[O:2][C:3](=[O:11])[C:4]1[C:5](=[CH:7][CH:8]=[CH:9][CH:10]=1)[NH2:6].[CH3:12][O:13][C:14]1[CH:21]=[CH:20][C:17]([CH:18]=O)=[CH:16][CH:15]=1, predict the reaction product. The product is: [CH3:12][O:13][C:14]1[CH:21]=[CH:20][C:17]([CH2:18][NH:6][C:5]2[CH:7]=[CH:8][CH:9]=[CH:10][C:4]=2[C:3]([OH:2])=[O:11])=[CH:16][CH:15]=1.